From a dataset of Full USPTO retrosynthesis dataset with 1.9M reactions from patents (1976-2016). Predict the reactants needed to synthesize the given product. (1) Given the product [CH3:7][C:8]1([CH3:20])[O:12][C@H:11]([CH2:13][CH2:14][CH2:15][OH:16])[CH2:10][O:9]1, predict the reactants needed to synthesize it. The reactants are: [H-].[Al+3].[Li+].[H-].[H-].[H-].[CH3:7][C:8]1([CH3:20])[O:12][C@H:11]([CH2:13][CH2:14][C:15](OCC)=[O:16])[CH2:10][O:9]1. (2) Given the product [C:26]([C:21]1[CH:22]=[CH:23][CH:24]=[CH:25][C:20]=1[N:18]([CH3:19])[C:17]([CH2:16][O:15][C:13]1[C:12]2[C:7](=[CH:8][C:9]([Cl:32])=[CH:10][C:11]=2[Cl:31])[CH:6]=[C:5]([C:3]([OH:4])=[O:2])[CH:14]=1)=[O:30])([OH:28])=[O:27], predict the reactants needed to synthesize it. The reactants are: C[O:2][C:3]([C:5]1[CH:14]=[C:13]([O:15][CH2:16][C:17](=[O:30])[N:18]([C:20]2[CH:25]=[CH:24][CH:23]=[CH:22][C:21]=2[C:26]([O:28]C)=[O:27])[CH3:19])[C:12]2[C:7](=[CH:8][C:9]([Cl:32])=[CH:10][C:11]=2[Cl:31])[CH:6]=1)=[O:4].[Li+].[OH-]. (3) Given the product [C:1]([O:5][C:6]([N:8]1[CH2:12][CH2:11][C:10]2([N:22]([C:23]([O:25][CH2:26][C:27]3[CH:28]=[CH:29][CH:30]=[CH:31][CH:32]=3)=[O:24])[CH2:14][C:13]2([F:21])[F:20])[CH2:9]1)=[O:7])([CH3:2])([CH3:3])[CH3:4], predict the reactants needed to synthesize it. The reactants are: [C:1]([O:5][C:6]([N:8]1[CH2:12][CH2:11][C:10]([NH:22][C:23]([O:25][CH2:26][C:27]2[CH:32]=[CH:31][CH:30]=[CH:29][CH:28]=2)=[O:24])([C:13]([F:21])([F:20])[CH2:14]OS(C)(=O)=O)[CH2:9]1)=[O:7])([CH3:4])([CH3:3])[CH3:2].[H-].[Na+].O. (4) Given the product [CH2:1]([O:3][C:4](=[O:22])[CH2:5][NH:6][C:7]([C:9]1[C:10](=[O:21])[O:11][C:12]2[C:17]([C:18]=1[OH:19])=[CH:16][CH:15]=[C:14]([CH3:23])[CH:13]=2)=[O:8])[CH3:2], predict the reactants needed to synthesize it. The reactants are: [CH2:1]([O:3][C:4](=[O:22])[CH2:5][NH:6][C:7]([C:9]1[C:10](=[O:21])[O:11][C:12]2[C:17]([C:18]=1[OH:19])=[CH:16][CH:15]=[C:14](Br)[CH:13]=2)=[O:8])[CH3:2].[CH3:23][Sn](C)(C)C.